Dataset: Full USPTO retrosynthesis dataset with 1.9M reactions from patents (1976-2016). Task: Predict the reactants needed to synthesize the given product. (1) Given the product [Cl:39][C:36]1[CH:37]=[CH:38][C:33]([C@@:13]23[O:32][C@@:10]([CH2:52][OH:53])([C:11]([CH3:51])([CH3:50])[O:12]2)[C@@H:9]([OH:8])[C@H:15]([OH:16])[C@H:14]3[OH:24])=[CH:34][C:35]=1[CH2:40][C:41]1[CH:42]=[CH:43][C:44]([O:47][CH2:48][CH3:49])=[CH:45][CH:46]=1, predict the reactants needed to synthesize it. The reactants are: C([O:8][C@H:9]1[C@H:15]([O:16]CC2C=CC=CC=2)[C@@H:14]([O:24]CC2C=CC=CC=2)[C@:13]2([C:33]3[CH:38]=[CH:37][C:36]([Cl:39])=[C:35]([CH2:40][C:41]4[CH:46]=[CH:45][C:44]([O:47][CH2:48][CH3:49])=[CH:43][CH:42]=4)[CH:34]=3)[O:32][C@@:10]1([CH2:52][OH:53])[C:11]([CH3:51])([CH3:50])[O:12]2)C1C=CC=CC=1.ClC1C=CC=CC=1Cl. (2) Given the product [Br:17][C:13]1[CH:12]=[C:11]([N:9]2[CH:10]=[C:6]([C:4]([OH:5])=[O:3])[N:7]=[CH:8]2)[CH:16]=[CH:15][CH:14]=1, predict the reactants needed to synthesize it. The reactants are: C([O:3][C:4]([C:6]1[N:7]=[CH:8][N:9]([C:11]2[CH:16]=[CH:15][CH:14]=[C:13]([Br:17])[CH:12]=2)[CH:10]=1)=[O:5])C.[OH-].[Na+]. (3) Given the product [Br:18][C:19]1[CH:24]=[CH:23][C:22]([S:25]([NH:6][C:3]([CH3:5])([CH3:4])[C:2]([F:8])([F:7])[F:1])(=[O:27])=[O:26])=[CH:21][CH:20]=1, predict the reactants needed to synthesize it. The reactants are: [F:1][C:2]([F:8])([F:7])[C:3]([NH2:6])([CH3:5])[CH3:4].CCN(C(C)C)C(C)C.[Br:18][C:19]1[CH:24]=[CH:23][C:22]([S:25](Cl)(=[O:27])=[O:26])=[CH:21][CH:20]=1.